This data is from Reaction yield outcomes from USPTO patents with 853,638 reactions. The task is: Predict the reaction yield, written as a fraction of the theoretical maximum amount of product (1.0 means a 100% yield; for example, 0.34 means a 34% yield). (1) The product is [CH3:34][O:33][C:12]1[CH:11]=[C:10]([C:5]2[NH:1][N:2]=[CH:3][CH:4]=2)[CH:15]=[CH:14][C:13]=1[C:16]1[S:20][C:19]([N:21]([CH3:32])[CH:22]2[CH2:27][C:26]([CH3:28])([CH3:29])[NH:25][C:24]([CH3:31])([CH3:30])[CH2:23]2)=[N:18][N:17]=1. The yield is 0.230. The catalyst is O1CCOCC1.O.C1C=CC([P]([Pd]([P](C2C=CC=CC=2)(C2C=CC=CC=2)C2C=CC=CC=2)([P](C2C=CC=CC=2)(C2C=CC=CC=2)C2C=CC=CC=2)[P](C2C=CC=CC=2)(C2C=CC=CC=2)C2C=CC=CC=2)(C2C=CC=CC=2)C2C=CC=CC=2)=CC=1. The reactants are [NH:1]1[C:5](B(O)O)=[CH:4][CH:3]=[N:2]1.Cl[C:10]1[CH:15]=[CH:14][C:13]([C:16]2[S:20][C:19]([N:21]([CH3:32])[CH:22]3[CH2:27][C:26]([CH3:29])([CH3:28])[NH:25][C:24]([CH3:31])([CH3:30])[CH2:23]3)=[N:18][N:17]=2)=[C:12]([O:33][CH3:34])[CH:11]=1.C([O-])([O-])=O.[Na+].[Na+]. (2) The reactants are [Zn](C)[CH3:2].[CH2:4]([O:11][C:12]([N:14]1[CH2:19][CH2:18][CH2:17][CH:16]([CH:20]=[O:21])[CH2:15]1)=[O:13])[C:5]1[CH:10]=[CH:9][CH:8]=[CH:7][CH:6]=1. The catalyst is CCOCC.CC(C)[O-].CC(C)[O-].CC(C)[O-].CC(C)[O-].[Ti+4]. The product is [CH2:4]([O:11][C:12]([N:14]1[CH2:19][CH2:18][CH2:17][C@@H:16]([C@H:20]([OH:21])[CH3:2])[CH2:15]1)=[O:13])[C:5]1[CH:10]=[CH:9][CH:8]=[CH:7][CH:6]=1. The yield is 0.520. (3) The reactants are [NH2:1][C:2]1[N:3]=[CH:4][C:5]2[CH2:6][C:7](=[O:24])[NH:8][C:9]3[CH:16]=[C:15]([Cl:17])[C:14]([CH2:18][CH2:19][CH2:20][N:21]([CH3:23])[CH3:22])=[CH:13][C:10]=3[C:11]=2[N:12]=1.Br[C:26]1[C:27]([CH3:32])=[N:28][CH:29]=[CH:30][CH:31]=1.C(O)(C)(C)C.CC(C)([O-])C.[K+]. The catalyst is C1C=CC(/C=C/C(/C=C/C2C=CC=CC=2)=O)=CC=1.C1C=CC(/C=C/C(/C=C/C2C=CC=CC=2)=O)=CC=1.C1C=CC(/C=C/C(/C=C/C2C=CC=CC=2)=O)=CC=1.[Pd].[Pd].CC(C1C=C(C(C)C)C(C2C=CC=CC=2P(C2CCCCC2)C2CCCCC2)=C(C(C)C)C=1)C.O. The product is [Cl:17][C:15]1[C:14]([CH2:18][CH2:19][CH2:20][N:21]([CH3:22])[CH3:23])=[CH:13][C:10]2[C:11]3[N:12]=[C:2]([NH:1][C:26]4[C:27]([CH3:32])=[N:28][CH:29]=[CH:30][CH:31]=4)[N:3]=[CH:4][C:5]=3[CH2:6][C:7](=[O:24])[NH:8][C:9]=2[CH:16]=1. The yield is 0.750.